This data is from Catalyst prediction with 721,799 reactions and 888 catalyst types from USPTO. The task is: Predict which catalyst facilitates the given reaction. (1) Reactant: [NH2:1][C:2]1[CH:6]=[CH:5][S:4][C:3]=1[C:7]([O:9][CH3:10])=[O:8].N1C=CC=CC=1.[F:17][C:18]([F:29])([F:28])[C:19](O[C:19](=[O:20])[C:18]([F:29])([F:28])[F:17])=[O:20]. Product: [F:17][C:18]([F:29])([F:28])[C:19]([NH:1][C:2]1[CH:6]=[CH:5][S:4][C:3]=1[C:7]([O:9][CH3:10])=[O:8])=[O:20]. The catalyst class is: 10. (2) Reactant: I[C:2]1[CH:3]=[N:4][CH:5]=[C:6]([C:9]=1[NH:10][C:11]1[C:12]([CH3:20])=[C:13]2[C:17](=[CH:18][CH:19]=1)[NH:16][CH:15]=[CH:14]2)[C:7]#[N:8].[CH3:21][N:22]1[C:26]([Sn](CCCC)(CCCC)CCCC)=[CH:25][N:24]=[C:23]1[CH:40]=[O:41].C(N(CC)CC)C. Product: [CH:40]([C:23]1[N:22]([CH3:21])[C:26]([C:2]2[CH:3]=[N:4][CH:5]=[C:6]([C:9]=2[NH:10][C:11]2[C:12]([CH3:20])=[C:13]3[C:17](=[CH:18][CH:19]=2)[NH:16][CH:15]=[CH:14]3)[C:7]#[N:8])=[CH:25][N:24]=1)=[O:41]. The catalyst class is: 184. (3) Reactant: [CH:1](=O)[CH:2]=[CH:3][C:4]1[CH:9]=[CH:8][CH:7]=[CH:6][CH:5]=1.[CH:11](=[O:16])[CH2:12][CH2:13][CH2:14][CH3:15].[OH-].[Na+]. Product: [CH2:13]([C:12](=[CH:1][CH:2]=[CH:3][C:4]1[CH:9]=[CH:8][CH:7]=[CH:6][CH:5]=1)[CH:11]=[O:16])[CH2:14][CH3:15]. The catalyst class is: 5. (4) Reactant: C([O:3][C:4](=O)[CH2:5][C:6]1[C:15]2[C:10](=[CH:11][CH:12]=[C:13]([CH2:16][N:17]([CH3:19])[CH3:18])[CH:14]=2)[CH:9]=[CH:8][C:7]=1[Cl:20])C.C([NH2:24])=O.C[O-].[Na+]. The catalyst class is: 121. Product: [Cl:20][C:7]1[CH:8]=[CH:9][C:10]2[C:15](=[CH:14][C:13]([CH2:16][N:17]([CH3:19])[CH3:18])=[CH:12][CH:11]=2)[C:6]=1[CH2:5][C:4]([NH2:24])=[O:3]. (5) Reactant: C(N(CC)CC)C.[CH:8]([C:10]1[C:18]2[C:13](=[CH:14][CH:15]=[CH:16][CH:17]=2)[N:12](C(OC(C)(C)C)=O)[CH:11]=1)=[O:9].[CH3:26][O:27][C:28]1[CH:33]=[C:32]([N:34]=[CH:35][C:36]2[CH:43]=[CH:42][C:39]([C:40]#[N:41])=[CH:38][CH:37]=2)[CH:31]=[CH:30][N:29]=1. Product: [NH:12]1[C:13]2[C:18](=[CH:17][CH:16]=[CH:15][CH:14]=2)[C:10]([C:8](=[O:9])[CH:35]([C:36]2[CH:43]=[CH:42][C:39]([C:40]#[N:41])=[CH:38][CH:37]=2)[NH:34][C:32]2[CH:31]=[CH:30][N:29]=[C:28]([O:27][CH3:26])[CH:33]=2)=[CH:11]1. The catalyst class is: 433. (6) Reactant: [OH:1][C:2]([C:4]([F:7])([F:6])[F:5])=O.[F:8][C:9]1[CH:36]=[CH:35][C:12]([CH2:13][N:14]2[CH2:19][CH2:18][N:17]3[C:20](=[O:33])[C:21]([CH2:26][CH:27]4[CH2:32][CH2:31][NH:30][CH2:29][CH2:28]4)=[C:22]([OH:25])[C:23]([OH:24])=[C:16]3[C:15]2=[O:34])=[CH:11][CH:10]=1.N1C=CC=CC=1.FC(F)(F)C(OC(=O)C(F)(F)F)=O.CN(C=O)C. Product: [F:8][C:9]1[CH:10]=[CH:11][C:12]([CH2:13][N:14]2[CH2:19][CH2:18][N:17]3[C:20](=[O:33])[C:21]([CH2:26][CH:27]4[CH2:28][CH2:29][N:30]([C:2](=[O:1])[C:4]([F:7])([F:6])[F:5])[CH2:31][CH2:32]4)=[C:22]([OH:25])[C:23]([OH:24])=[C:16]3[C:15]2=[O:34])=[CH:35][CH:36]=1. The catalyst class is: 2.